From a dataset of Full USPTO retrosynthesis dataset with 1.9M reactions from patents (1976-2016). Predict the reactants needed to synthesize the given product. (1) The reactants are: [Br:1][C:2]1[C:3]([CH3:9])=[CH:4][C:5]([NH2:8])=[N:6][CH:7]=1.[I:10]N1C(=O)CCC1=O.FC(F)(F)C(O)=O.N. Given the product [Br:1][C:2]1[C:3]([CH3:9])=[C:4]([I:10])[C:5]([NH2:8])=[N:6][CH:7]=1, predict the reactants needed to synthesize it. (2) Given the product [CH2:31]([Sn:26]([CH2:22][CH2:23][CH2:24][CH3:25])([CH2:27][CH2:28][CH2:29][CH3:30])[C:17]1[S:13][C:14]([C:18]([O:20][CH3:21])=[O:19])=[CH:15][CH:16]=1)[CH2:32][CH2:33][CH3:34], predict the reactants needed to synthesize it. The reactants are: C(NC(C)C)(C)C.C([Li])CCC.[S:13]1[CH:17]=[CH:16][CH:15]=[C:14]1[C:18]([O:20][CH3:21])=[O:19].[CH2:22]([Sn:26](Cl)([CH2:31][CH2:32][CH2:33][CH3:34])[CH2:27][CH2:28][CH2:29][CH3:30])[CH2:23][CH2:24][CH3:25]. (3) Given the product [NH2:12][CH:8]([OH:11])[CH2:9][CH3:10].[ClH:28].[OH:15][C:14]([CH:16]([C:18]1[CH:19]=[CH:20][C:21]([CH2:22][CH:23]([CH3:24])[CH3:25])=[CH:26][CH:27]=1)[CH3:17])=[O:13], predict the reactants needed to synthesize it. The reactants are: C([C:8]([NH2:12])([OH:11])[CH2:9][CH3:10])(OC(C)(C)C)=O.[OH:13][C:14]([CH:16]([C:18]1[CH:27]=[CH:26][C:21]([CH2:22][CH:23]([CH3:25])[CH3:24])=[CH:20][CH:19]=1)[CH3:17])=[O:15].[ClH:28].C(OCC)(=O)C.C(OCC)C. (4) Given the product [CH3:1][O:2][CH2:3][CH2:4][O:5][C:6]1[CH:11]=[CH:10][C:9](/[CH:12]=[CH:13]/[C:14]([O:16][CH2:17][CH3:18])=[O:15])=[C:8]([NH:27][C:28]2[CH:33]=[CH:32][C:31]([C:34]([F:35])([F:36])[F:37])=[CH:30][CH:29]=2)[CH:7]=1, predict the reactants needed to synthesize it. The reactants are: [CH3:1][O:2][CH2:3][CH2:4][O:5][C:6]1[CH:11]=[CH:10][C:9](/[CH:12]=[CH:13]/[C:14]([O:16][CH2:17][CH3:18])=[O:15])=[C:8](OS(C(F)(F)F)(=O)=O)[CH:7]=1.[NH2:27][C:28]1[CH:33]=[CH:32][C:31]([C:34]([F:37])([F:36])[F:35])=[CH:30][CH:29]=1.C1(P(C2C=CC=CC=2)C2C=CC3C(=CC=CC=3)C=2C2C3C(=CC=CC=3)C=CC=2P(C2C=CC=CC=2)C2C=CC=CC=2)C=CC=CC=1.C(=O)([O-])[O-].[Cs+].[Cs+]. (5) Given the product [CH3:35][C:30]1([CH3:36])[C:31]([CH3:34])([CH3:33])[O:32][B:28]([C:2]2[CH:7]=[CH:6][C:5]([NH:8][C:9]3[O:10][C:11]4[C:17]([CH:18]([CH3:20])[CH3:19])=[CH:16][CH:15]=[CH:14][C:12]=4[N:13]=3)=[CH:4][CH:3]=2)[O:29]1, predict the reactants needed to synthesize it. The reactants are: Br[C:2]1[CH:7]=[CH:6][C:5]([NH:8][C:9]2[O:10][C:11]3[C:17]([CH:18]([CH3:20])[CH3:19])=[CH:16][CH:15]=[CH:14][C:12]=3[N:13]=2)=[CH:4][CH:3]=1.FC1C=C([B:28]2[O:32][C:31]([CH3:34])([CH3:33])[C:30]([CH3:36])([CH3:35])[O:29]2)C=CC=1NC1OC2C=CC=CC=2N=1.